Dataset: Full USPTO retrosynthesis dataset with 1.9M reactions from patents (1976-2016). Task: Predict the reactants needed to synthesize the given product. (1) Given the product [CH:1]1[C:10]2[C:5](=[CH:6][CH:7]=[CH:8][CH:9]=2)[CH:4]=[CH:3][C:2]=1[C:11]1[CH:49]=[C:48]([C:62]2[CH:63]=[N:64][CH:65]=[CH:66][CH:67]=2)[N:47]=[C:46]([C:44]2[CH:43]=[CH:42][CH:41]=[C:40]([N:73]3[C:74]4[CH:75]=[CH:76][CH:77]=[CH:78][C:79]=4[C:80]4[CH:68]=[N:69][CH:70]=[CH:71][C:72]3=4)[N:45]=2)[CH:51]=1, predict the reactants needed to synthesize it. The reactants are: [CH:1]1[C:10]2[C:5](=[CH:6][CH:7]=[CH:8][CH:9]=2)[CH:4]=[CH:3][C:2]=1[CH:11]=O.C(C1C=NC=CC=1)(=O)C.[I-].BrC1N=C(C(=O)C[N+]2C=CC=CC=2)C=CC=1.Br[C:40]1[N:45]=[C:44]([C:46]2[CH:51]=C(C3C=CC4C(=CC=CC=4)C=3)[CH:49]=[C:48]([C:62]3[CH:63]=[N:64][CH:65]=[CH:66][CH:67]=3)[N:47]=2)[CH:43]=[CH:42][CH:41]=1.[CH:68]1[C:80]2[C:79]3[CH:78]=[CH:77][CH:76]=[CH:75][C:74]=3[NH:73][C:72]=2[CH:71]=[CH:70][N:69]=1.C(=O)([O-])[O-].[K+].[K+]. (2) Given the product [CH2:1]([O:3][C:4]([C:6]1[C:7]([C:11]([F:13])([F:14])[F:12])=[N:8][N:9]([C:22]2[CH:27]=[CH:26][CH:25]=[CH:24][N:23]=2)[CH:10]=1)=[O:5])[CH3:2], predict the reactants needed to synthesize it. The reactants are: [CH2:1]([O:3][C:4]([C:6]1[C:7]([C:11]([F:14])([F:13])[F:12])=[N:8][NH:9][CH:10]=1)=[O:5])[CH3:2].C(=O)([O-])[O-].[K+].[K+].Br[C:22]1[CH:27]=[CH:26][CH:25]=[CH:24][N:23]=1.CN[C@@H]1CCCC[C@H]1NC. (3) Given the product [C:31]([C:29]1[S:28][C:27]([S:41][CH3:42])=[C:26]([S:23]([C:19]2[CH:18]=[C:17]([C:14]3[CH:15]=[CH:16][C:11]([NH:10][CH2:9][P:4](=[O:3])([OH:8])[OH:5])=[CH:12][C:13]=3[CH3:43])[CH:22]=[CH:21][CH:20]=2)(=[O:25])=[O:24])[CH:30]=1)(=[NH:32])[NH2:33], predict the reactants needed to synthesize it. The reactants are: C([O:3][P:4]([CH2:9][NH:10][C:11]1[CH:16]=[CH:15][C:14]([C:17]2[CH:22]=[CH:21][CH:20]=[C:19]([S:23]([C:26]3[CH:30]=[C:29]([C:31]([NH:33]C(OC(C)(C)C)=O)=[NH:32])[S:28][C:27]=3[S:41][CH3:42])(=[O:25])=[O:24])[CH:18]=2)=[C:13]([CH3:43])[CH:12]=1)(=[O:8])[O:5]CC)C.I[Si](C)(C)C.Cl.C(O)(C(F)(F)F)=O.C(Cl)Cl. (4) Given the product [F:17][C:14]1[CH:15]=[C:16]2[C:11]([CH:10]=[CH:9][NH:8]2)=[CH:12][C:13]=1[C:18]#[C:19][CH2:20][CH2:21][CH2:22][OH:23], predict the reactants needed to synthesize it. The reactants are: C(OC([N:8]1[C:16]2[C:11](=[CH:12][C:13]([C:18]#[C:19][CH2:20][CH2:21][CH2:22][OH:23])=[C:14]([F:17])[CH:15]=2)[CH:10]=[CH:9]1)=O)(C)(C)C.[OH-].[Na+]. (5) Given the product [NH2:41][C:36](=[O:38])[CH2:35][C:13]1([NH:15][C:16]([C:18]2[CH:23]=[CH:22][C:21]([CH:24]3[CH2:25][CH2:26]3)=[C:20]([CH2:27][C:28]3[CH:33]=[CH:32][C:31]([F:34])=[CH:30][CH:29]=3)[N:19]=2)=[O:17])[CH2:14][N:11]([C:9]([O:8][CH2:1][C:2]2[CH:7]=[CH:6][CH:5]=[CH:4][CH:3]=2)=[O:10])[CH2:12]1, predict the reactants needed to synthesize it. The reactants are: [CH2:1]([O:8][C:9]([N:11]1[CH2:14][C:13]([CH2:35][C:36]([OH:38])=O)([NH:15][C:16]([C:18]2[CH:23]=[CH:22][C:21]([CH:24]3[CH2:26][CH2:25]3)=[C:20]([CH2:27][C:28]3[CH:33]=[CH:32][C:31]([F:34])=[CH:30][CH:29]=3)[N:19]=2)=[O:17])[CH2:12]1)=[O:10])[C:2]1[CH:7]=[CH:6][CH:5]=[CH:4][CH:3]=1.C1N=C[N:41](C(N2C=NC=C2)=O)C=1.N. (6) Given the product [C:23]([O:11][C:8]([CH:4]1[CH2:3][CH2:2][CH2:7][CH2:6][CH2:5]1)([CH3:9])[CH3:10])(=[O:25])[CH2:19][CH3:18], predict the reactants needed to synthesize it. The reactants are: C[C:2]1(C)[CH2:7][CH2:6][CH2:5][CH:4]([C:8]([OH:11])([CH3:10])[CH3:9])[CH2:3]1.C[Mg]Cl.CC1(C)CCC[CH:19]([C:23](=[O:25])C)[CH2:18]1.C1(C(O)(C)C)CCCCC1.C(OC(=O)C)(=O)C.C(OC(=O)CC)(=O)CC. (7) Given the product [C:1]([O:5][C:6]([NH:7][CH2:9][CH2:10][O:11][C:23](=[O:25])[NH:35][C:36]1[N:44]=[CH:43][N:42]=[C:41]2[C:37]=1[N:38]=[CH:39][N:40]2[C:45]1[CH:46]=[CH:47][C:48]([NH:51][C:52]([NH:54][C:55]2[CH:60]=[CH:59][C:58]([Cl:61])=[C:57]([C:62]([F:64])([F:65])[F:63])[CH:56]=2)=[O:53])=[CH:49][CH:50]=1)=[O:12])([CH3:2])([CH3:3])[CH3:4], predict the reactants needed to synthesize it. The reactants are: [C:1]([O:5][C:6](=[O:12])[N:7]([CH2:9][CH2:10][OH:11])C)([CH3:4])([CH3:3])[CH3:2].CCN(C(C)C)C(C)C.Cl[C:23](Cl)([O:25]C(=O)OC(Cl)(Cl)Cl)Cl.Cl.[NH2:35][C:36]1[N:44]=[CH:43][N:42]=[C:41]2[C:37]=1[N:38]=[CH:39][N:40]2[C:45]1[CH:50]=[CH:49][C:48]([NH:51][C:52]([NH:54][C:55]2[CH:60]=[CH:59][C:58]([Cl:61])=[C:57]([C:62]([F:65])([F:64])[F:63])[CH:56]=2)=[O:53])=[CH:47][CH:46]=1.